Task: Predict the reactants needed to synthesize the given product.. Dataset: Full USPTO retrosynthesis dataset with 1.9M reactions from patents (1976-2016) (1) Given the product [Cl:1][C:2]1[CH:3]=[C:4]([CH:5]=[CH:6][C:7]=1[Cl:8])[CH2:9][C:10]1[S:11][CH:14]=[C:15]([C:17]2[CH:18]=[CH:19][C:20]([N:23]3[CH:27]=[C:26]([CH3:28])[N:25]=[CH:24]3)=[CH:21][CH:22]=2)[N:12]=1.[C:33]([OH:39])([C:35]([F:38])([F:37])[F:36])=[O:34], predict the reactants needed to synthesize it. The reactants are: [Cl:1][C:2]1[CH:3]=[C:4]([CH2:9][C:10]([NH2:12])=[S:11])[CH:5]=[CH:6][C:7]=1[Cl:8].Br[CH2:14][C:15]([C:17]1[CH:22]=[CH:21][C:20]([N:23]2[CH:27]=[C:26]([CH3:28])[N:25]=[CH:24]2)=[CH:19][CH:18]=1)=O.C(#N)C.O.[C:33]([OH:39])([C:35]([F:38])([F:37])[F:36])=[O:34]. (2) Given the product [Cl:1][C:2]1[CH:7]=[CH:6][CH:5]=[CH:4][C:3]=1[N:8]1[C:12]2[CH:13]=[CH:14][C:15]([C:17]3[O:18][CH:39]=[N:38][C:30]=3[C:31]3[CH:32]=[C:33]([CH3:37])[CH:34]=[CH:35][CH:36]=3)=[CH:16][C:11]=2[N:10]([CH3:19])[C:9]1=[O:20], predict the reactants needed to synthesize it. The reactants are: [Cl:1][C:2]1[CH:7]=[CH:6][CH:5]=[CH:4][C:3]=1[N:8]1[C:12]2[CH:13]=[CH:14][C:15]([CH:17]=[O:18])=[CH:16][C:11]=2[N:10]([CH3:19])[C:9]1=[O:20].C1(C)C=CC(S([CH:30]([N+:38]#[C-:39])[C:31]2[CH:32]=[C:33]([CH3:37])[CH:34]=[CH:35][CH:36]=2)(=O)=O)=CC=1.C(=O)([O-])[O-].[K+].[K+].